This data is from Reaction yield outcomes from USPTO patents with 853,638 reactions. The task is: Predict the reaction yield, written as a fraction of the theoretical maximum amount of product (1.0 means a 100% yield; for example, 0.34 means a 34% yield). (1) The reactants are [OH:1][C:2]1[CH:7]=[CH:6][C:5]([S:8][CH2:9][CH2:10][CH2:11][C:12]([OH:14])=O)=[CH:4][CH:3]=1.[Cl:15][C:16]1[CH:24]=[CH:23][CH:22]=[C:21]([Cl:25])[C:17]=1[CH2:18][NH:19][CH3:20]. No catalyst specified. The product is [Cl:15][C:16]1[CH:24]=[CH:23][CH:22]=[C:21]([Cl:25])[C:17]=1[CH2:18][N:19]([CH3:20])[C:12](=[O:14])[CH2:11][CH2:10][CH2:9][S:8][C:5]1[CH:4]=[CH:3][C:2]([OH:1])=[CH:7][CH:6]=1. The yield is 0.280. (2) The reactants are C(O)=O.[CH2:4]([N:11]1[CH2:17][CH2:16][CH2:15][CH2:14][CH:13]([NH:18]C(C2C=CC=CC=2)(C2C=CC=CC=2)C2C=CC=CC=2)[CH2:12]1)[C:5]1[CH:10]=[CH:9][CH:8]=[CH:7][CH:6]=1. The catalyst is C(Cl)Cl. The product is [CH2:4]([N:11]1[CH2:17][CH2:16][CH2:15][CH2:14][CH:13]([NH2:18])[CH2:12]1)[C:5]1[CH:6]=[CH:7][CH:8]=[CH:9][CH:10]=1. The yield is 0.730. (3) The reactants are [F:1][C:2]1[CH:26]=[C:25]([N+:27]([O-])=O)[CH:24]=[CH:23][C:3]=1[O:4][C:5]1[CH:10]=[CH:9][N:8]=[C:7]2[CH:11]=[C:12]([NH:14][C:15]3[CH:20]=[CH:19][CH:18]=[C:17]([O:21][CH3:22])[CH:16]=3)[S:13][C:6]=12.[NH4+].[Cl-]. The catalyst is [Fe].CCO.O. The product is [NH2:27][C:25]1[CH:24]=[CH:23][C:3]([O:4][C:5]2[CH:10]=[CH:9][N:8]=[C:7]3[CH:11]=[C:12]([NH:14][C:15]4[CH:20]=[CH:19][CH:18]=[C:17]([O:21][CH3:22])[CH:16]=4)[S:13][C:6]=23)=[C:2]([F:1])[CH:26]=1. The yield is 0.740.